From a dataset of Reaction yield outcomes from USPTO patents with 853,638 reactions. Predict the reaction yield, written as a fraction of the theoretical maximum amount of product (1.0 means a 100% yield; for example, 0.34 means a 34% yield). The reactants are Cl.[Cl:2][C:3]1[CH:4]=[C:5]([NH:18][C:19]2[C:28]3[C:23](=[CH:24][CH:25]=[C:26](I)[CH:27]=3)[N:22]=[CH:21][N:20]=2)[CH:6]=[CH:7][C:8]=1[O:9][CH2:10][C:11]1[CH:16]=[CH:15][CH:14]=[C:13]([F:17])[CH:12]=1.C1(P(C2CCCCC2)C2CCCCC2)CCCCC1.C([O-])(=O)C.[K+].[C:54]([O:58][C:59](=[O:67])[NH:60][CH2:61][C:62]1[O:63][CH:64]=[CH:65][CH:66]=1)([CH3:57])([CH3:56])[CH3:55]. The catalyst is CN(C=O)C.[Br-].C([N+](CCCC)(CCCC)CCCC)CCC.O.[Pd](Cl)Cl. The product is [C:54]([O:58][C:59](=[O:67])[NH:60][CH2:61][C:62]1[O:63][C:64]([C:26]2[CH:27]=[C:28]3[C:23](=[CH:24][CH:25]=2)[N:22]=[CH:21][N:20]=[C:19]3[NH:18][C:5]2[CH:6]=[CH:7][C:8]([O:9][CH2:10][C:11]3[CH:16]=[CH:15][CH:14]=[C:13]([F:17])[CH:12]=3)=[C:3]([Cl:2])[CH:4]=2)=[CH:65][CH:66]=1)([CH3:57])([CH3:55])[CH3:56]. The yield is 0.460.